Dataset: Forward reaction prediction with 1.9M reactions from USPTO patents (1976-2016). Task: Predict the product of the given reaction. (1) Given the reactants Cl.[NH2:2][C@H:3]1[CH2:8][CH2:7][CH2:6][CH2:5][C@H:4]1[NH:9][C:10]1[CH:11]=[C:12]([NH:19][C:20]2[CH:25]=[C:24]([CH3:26])[CH:23]=[C:22]([CH3:27])[N:21]=2)[C:13]([C:16]([NH2:18])=[O:17])=[N:14][CH:15]=1.N, predict the reaction product. The product is: [NH2:2][C@H:3]1[CH2:8][CH2:7][CH2:6][CH2:5][C@H:4]1[NH:9][C:10]1[CH:11]=[C:12]([NH:19][C:20]2[CH:25]=[C:24]([CH3:26])[CH:23]=[C:22]([CH3:27])[N:21]=2)[C:13]([C:16]([NH2:18])=[O:17])=[N:14][CH:15]=1. (2) Given the reactants [CH3:1]O.[Bi](Br)(Br)Br.[OH:7][CH:8]([C:10]1[CH:19]=[CH:18][C:13]([C:14]([O:16][CH3:17])=[O:15])=[CH:12][CH:11]=1)[CH3:9], predict the reaction product. The product is: [CH3:17][O:16][C:14](=[O:15])[C:13]1[CH:18]=[CH:19][C:10]([CH:8]([O:7][CH3:1])[CH3:9])=[CH:11][CH:12]=1. (3) Given the reactants [C:1]([C:5]1[CH:10]=[CH:9][C:8]([S:11]([NH:14][C:15]2[CH:23]=[CH:22][C:21]([Cl:24])=[CH:20][C:16]=2[C:17](Cl)=[O:18])(=[O:13])=[O:12])=[CH:7][CH:6]=1)([CH3:4])([CH3:3])[CH3:2].O.[NH2:26][NH2:27].NN, predict the reaction product. The product is: [C:1]([C:5]1[CH:10]=[CH:9][C:8]([S:11]([NH:14][C:15]2[CH:23]=[CH:22][C:21]([Cl:24])=[CH:20][C:16]=2[C:17]([NH:26][NH2:27])=[O:18])(=[O:13])=[O:12])=[CH:7][CH:6]=1)([CH3:4])([CH3:3])[CH3:2].